The task is: Regression/Classification. Given a drug SMILES string, predict its absorption, distribution, metabolism, or excretion properties. Task type varies by dataset: regression for continuous measurements (e.g., permeability, clearance, half-life) or binary classification for categorical outcomes (e.g., BBB penetration, CYP inhibition). Dataset: pgp_broccatelli.. This data is from P-glycoprotein inhibition data for predicting drug efflux from Broccatelli et al.. (1) The compound is O=C(O)c1ccccc1OP(=O)(O)O. The result is 0 (non-inhibitor). (2) The molecule is N#Cc1c2n(c3c(N4CCN(CCc5ccccc5)CC4)nc(I)nc13)CCCC2. The result is 1 (inhibitor). (3) The result is 0 (non-inhibitor). The compound is CCN(CC)CCNC(=O)COc1ccc(OC)cc1. (4) The molecule is COc1ccn(C)c(=O)c1C#N. The result is 0 (non-inhibitor).